From a dataset of Human Reference Interactome with 51,813 positive PPI pairs across 8,248 proteins, plus equal number of experimentally-validated negative pairs. Binary Classification. Given two protein amino acid sequences, predict whether they physically interact or not. (1) Protein 1 (ENSG00000134243) has sequence MERPWGAADGLSRWPHGLGLLLLLQLLPPSTLSQDRLDAPPPPAAPLPRWSGPIGVSWGLRAAAAGGAFPRGGRWRRSAPGEDEECGRVRDFVAKLANNTHQHVFDDLRGSVSLSWVGDSTGVILVLTTFHVPLVIMTFGQSKLYRSEDYGKNFKDITDLINNTFIRTEFGMAIGPENSGKVVLTAEVSGGSRGGRIFRSSDFAKNFVQTDLPFHPLTQMMYSPQNSDYLLALSTENGLWVSKNFGGKWEEIHKAVCLAKWGSDNTIFFTTYANGSCKADLGALELWRTSDLGKSFKTIG.... Protein 2 (ENSG00000144820) has sequence MASCRAWNLRVLVAVVCGLLTGIILGLGIWRIVIRIQRGKSTSSSSTPTEFCRNGGTWENGRCICTEEWKGLRCTIANFCENSTYMGFTFARIPVGRYGPSLQTCGKDTPNAGNPMAVRLCSLSLYGEIELQKVTIGNCNENLETLEKQVKDVTAPLNNISSEVQILTSDANKLTAENITSATRVVGQIFNTSRNASPEAKKVAIVTVSQLLDASEDAFQRVAATANDDALTTLIEQMETYSLSLGNQSVVEPNIAIQSANFSSENAVGPSNVRFSVQKGASSSLVSSSTFIHTNVDGLN.... Result: 1 (the proteins interact). (2) Protein 1 (ENSG00000006062) has sequence MAVMEMACPGAPGSAVGQQKELPKAKEKTPPLGKKQSSVYKLEAVEKSPVFCGKWEILNDVITKGTAKEGSEAGPAAISIIAQAECENSQEFSPTFSERIFIAGSKQYSQSESLDQIPNNVAHATEGKMARVCWKGKRRSKARKKRKKKSSKSLAHAGVALAKPLPRTPEQESCTIPVQEDESPLGAPYVRNTPQFTKPLKEPGLGQLCFKQLGEGLRPALPRSELHKLISPLQCLNHVWKLHHPQDGGPLPLPTHPFPYSRLPHPFPFHPLQPWKPHPLESFLGKLACVDSQKPLPDPH.... Protein 2 (ENSG00000213759) has sequence MTLKWTSVLLLIHLSCYFSSGSCGKVLVWAAEYSHWMNMKTILKELVQRGHEVTVLASSASILFDPNDASTLKFEVYPTSLTKTEFENIIMQQVKRWSDIRKDSFWLYFSQEQEILWELYDIFRNFCKDVVSNKKVMKKLQESRFDIVFADAVFPCGELLAALLNIRFVYSLRFTPGYTIERHSGGLIFPPSYIPIVMSKLSDQMTFMERVKNMIYVLYFDFWFQMSDMKKWDQFYSEVLGRPTTLFETMGKADIWLMRNSWSFQFPHPFLPNVDFVGGFHCKPAKPLPKEMEEFVQSSG.... Result: 0 (the proteins do not interact). (3) Protein 1 (ENSG00000159588) has sequence MDSHSGEPALLPCGTCDMVFRSSALLATHTQRFCIGHPTQEMTFGAQASVATEPQRAAN*MDSHSGEPALLPCGTCDMVFRSSALLATHTQRFCIGHPTQEMTFGAQASVATEPQRAAVVPQEHQGVPQEPQGLPDQQASRSALKRLTEEEMRPWITEVPRVFAGPWTRSEARPQSPMSEAVGSPSERLRALFRTRARRVAEMEAQSRALQLRGEELSRRLQVVACTRGGMSRLFGLEQEIRELQAEAGRTRGALEVLGARIQELQAEPGNPLSSRREAELYSPVQKANPGTLAAEIRAL.... Protein 2 (ENSG00000186930) has sequence MCGSYYGNYYGDHGYGCCGYEGLGYGYGSLRCGYSSCCGYGHGYGSRFFCGCGYGCGSGYYY*. Result: 1 (the proteins interact). (4) Protein 1 (ENSG00000242498) has sequence MSRIYHDGALRNKAVQSVRLPGAWDPAAHQGGNGVLLEGELIDVSRHSILDTHGRKERYYVLYIRPSHIHRRKFDAKGNEIEPNFSATRKVNTGFLMSSYKVEAKGDTDRLTPEALKGLVNKPELLALTESLTPDHTVAFWMPESEMEVMELELGAGVRLKTRGDGPFLDSLAKLEAGTVTKCNFTGDGKTGASWTDNIMAQKCSKGAAAEIREQGDGAEDEEWDD*MSSYKVEAKGDTDRLTPEALKGLVNKPELLALTESLTPDHTVAFWMPESEMEVMELELGAGVRLKTRGDGPFL.... Protein 2 (ENSG00000104915) has sequence MSLEDPFFVVRGEVQKAVNTARGLYQRWCELLQESAAVGREELDWTTNELRNGLRSIEWDLEDLEETIGIVEANPGKFKLPAGDLQERKVFVERMREAVQEMKDHMVSPTAVAFLERNNREILAGKPAAQKSPSDLLDASAVSATSRYIEEQQATQQLIMDEQDQQLEMVSGSIQVLKHMSGRVGEELDEQACWMPSPKRWTTPSPAWTGSSGSWPKYPT*MSLEDPFFVVRGEVQKAVNTARGLYQRWCELLQESAAVGREELDWTTNELRNGLRSIEWDLEDLEETIGIVEANPGKPA.... Result: 0 (the proteins do not interact). (5) Protein 1 (ENSG00000196072) has sequence MAAAAEGVLATRSDEPARDDAAVETAEEAKEPAEADITELCRDMFSKMATYLTGELTATSEDYKLLENMNKLTSLKYLEMKDIAINISRNLKDLNQKYAGLQPYLDQINVIEEQVAALEQAAYKLDAYSKKLEAKYKKLEKR*MFSKMATYLTGELTATSEDYKLLENMNKLTSLKYLEMKDIAINISRNLKDLNQKYAGLQPYLDQINVIEEQVAALEQAAYKLDAYSKKLEAKYKKLEKR*CRDMFSKMATYLTGELTATSEDYKLLENMNKLTSLKYLEMKDIAINISRNLKDLNQK.... Protein 2 (ENSG00000170579) has sequence MKGLSGSRSHHHGVTCDSACDSLSHHSDRKPYLLSPVEHHPADHPYYTQRNSFQAECVGPFSDPLASSTFPRRHYTSQQELKDECALVPRTLATKANRIPANLLDQFERQLPLSRDGYHTLQYKRTAVEHRSDSPGRIRHLVHSVQKLFTKSHSLEGPSKGSVNGGKASPDEAQAARYGKRSKSKERRAEPKARPSTSPGWWSSDDNLDGDMCIYHAPSGVMTMGRCPDRSASQYFLEAYNTISEQAVKASRSNNDVKCSTCANLPVSLDTPLLKKSAWSSTLTVSRAREVYQKASVNMD.... Result: 0 (the proteins do not interact). (6) Protein 1 (ENSG00000178695) has sequence MALADSTRGLPNGGGGGGGSGSSSSSAEPPLFPDIVELNVGGQVYVTRRCTVVSVPDSLLWRMFTQQQPQELARDSKGRFFLDRDGFLFRYILDYLRDLQLVLPDYFPERSRLQREAEYFELPELVRRLGAPQQPGPGPPPSRRGVHKEGSLGDELLPLGYSEPEQQEGASAGAPSPTLELASRSPSGGAAGPLLTPSQSLDGSRRSGYITIGYRGSYTIGRDAQADAKFRRVARITVCGKTSLAKEVFGDTLNESRDPDRPPERYTSRYYLKFNFLEQAFDKLSESGFHMVACSSTGTC.... Protein 2 (ENSG00000143569) has sequence MMTSVGTNRARGNWEQPQNQNQTQHKQRPQATAEQIRLAQMISDHNDADFEEKVKQLIDITGKNQDECVIALHDCNGDVNRAINVLLEGNPDTHSWEMVGKKKGVSGQKDGGQTESNEEGKENRDRDRDYSRRRGGPPRRGRGASRGRECMHGALSKPAVVRGQENGLDGTKSGGPSGRGTERGRRGRGRGRGGSGRRGGRFSAQGMGTFNPADYAEPANTDDNYGNSSGNTWNNTGHFEPDDGTSAWRTATEEWGTEDWNEDLSETKIFTASNVSSVPLPAENVTITAGQRIDLAVLLG.... Result: 0 (the proteins do not interact). (7) Protein 1 (ENSG00000140548) has sequence MEGFMDSGTQTDAVVVLSLAQAAVLGLVSENELFGATISAEAFYPDLGPELSGAAMGEPEPPGPDVYQLACNGRALEEPAEEEVLEVEAACEKHTRRKTRPPVRLVPKVKFEKVEEEEQEVYEVSVPGDDKDAGPAEAPAEAASGGCDALVQSSAVKMIDLSAFSRKPRTLRHLPRTPRPELNVAPYDPHFPAPARDGFPEPSMALPGPEALPTECGFEPPHLAPLSDPEAPSMESPEPVKPEQGFVWQEASEFEADTAGSTVERHKKAQLDRLDINVQIDDSYLVEAGDRQKRWQCRMC.... Protein 2 (ENSG00000101187) has sequence MPLHQLGDKPLTFPSPNSAMENGLDHTPPSRRASPGTPLSPGSLRSAAHSPLDTSKQPLCQLWAEKHGARGTHEVRYVSAGQSVACGWWAFAPPCLQVLNTPKGILFFLCAAAFLQGMTVNGFINTVITSLERRYDLHSYQSGLIASSYDIAACLCLTFVSYFGGSGHKPRWLGWGVLLMGTGSLVFALPHFTAGRYEVELDAGVRTCPANPGAVCADSTSGLSRYQLVFMLGQFLHGVGATPLYTLGVTYLDENVKSSCSPVYIAIFYTAAILGPAAGYLIGGALLNIYTEMGRRTELT.... Result: 0 (the proteins do not interact).